This data is from Forward reaction prediction with 1.9M reactions from USPTO patents (1976-2016). The task is: Predict the product of the given reaction. (1) Given the reactants Cl[C:2]1[CH:7]=[C:6]([O:8][CH3:9])[N:5]=[C:4]([S:10][CH2:11][C:12]2[CH:17]=[CH:16][CH:15]=[C:14]([F:18])[C:13]=2[F:19])[N:3]=1.C1(P(C2CCCCC2)C2C=CC=CC=2C2C(C(C)C)=CC(C(C)C)=CC=2C(C)C)CCCCC1.C(=O)([O-])[O-].[Cs+].[Cs+].[N:60]1([CH:65]2[CH2:70][CH2:69][N:68]([S:71]([NH2:74])(=[O:73])=[O:72])[CH2:67][CH2:66]2)[CH2:64][CH2:63][CH2:62][CH2:61]1, predict the reaction product. The product is: [F:19][C:13]1[C:14]([F:18])=[CH:15][CH:16]=[CH:17][C:12]=1[CH2:11][S:10][C:4]1[N:3]=[C:2]([NH:74][S:71]([N:68]2[CH2:67][CH2:66][CH:65]([N:60]3[CH2:61][CH2:62][CH2:63][CH2:64]3)[CH2:70][CH2:69]2)(=[O:72])=[O:73])[CH:7]=[C:6]([O:8][CH3:9])[N:5]=1. (2) Given the reactants Cl.[CH3:2][C:3]1([CH3:26])[CH2:12][CH2:11][C:10]([CH3:14])([CH3:13])[C:9]2[CH:8]=[C:7]([C:15]3[N:16]=[C:17]([CH:20]4[CH2:25][CH2:24][NH:23][CH2:22][CH2:21]4)[S:18][CH:19]=3)[CH:6]=[CH:5][C:4]1=2.Cl[CH2:28][CH2:29][O:30][CH2:31][CH2:32][OH:33].Cl, predict the reaction product. The product is: [CH3:2][C:3]1([CH3:26])[CH2:12][CH2:11][C:10]([CH3:13])([CH3:14])[C:9]2[CH:8]=[C:7]([C:15]3[N:16]=[C:17]([CH:20]4[CH2:25][CH2:24][N:23]([CH2:28][CH2:29][O:30][CH2:31][CH2:32][OH:33])[CH2:22][CH2:21]4)[S:18][CH:19]=3)[CH:6]=[CH:5][C:4]1=2. (3) Given the reactants [CH3:1][O:2][C:3]1[CH:10]=[CH:9][C:6]([CH:7]=[O:8])=[CH:5][C:4]=1[O:11][CH2:12][CH2:13][N:14]1[CH2:19][CH2:18][O:17][CH2:16][CH2:15]1.[N+:20]([O-])([OH:22])=[O:21].[N+]([O-])([O-])=O.[K+], predict the reaction product. The product is: [CH3:1][O:2][C:3]1[C:4]([O:11][CH2:12][CH2:13][N:14]2[CH2:19][CH2:18][O:17][CH2:16][CH2:15]2)=[CH:5][C:6]([CH:7]=[O:8])=[C:9]([N+:20]([O-:22])=[O:21])[CH:10]=1. (4) Given the reactants [CH3:1][CH:2]1[CH2:7][NH:6][CH2:5][CH2:4][NH:3]1.C(N(CC)CC)C.[F:15][C:16]1[CH:17]=[C:18]([N+:23]([O-:25])=[O:24])[CH:19]=[CH:20][C:21]=1F, predict the reaction product. The product is: [F:15][C:16]1[CH:17]=[C:18]([N+:23]([O-:25])=[O:24])[CH:19]=[CH:20][C:21]=1[N:6]1[CH2:5][CH2:4][NH:3][CH:2]([CH3:1])[CH2:7]1. (5) Given the reactants C([N:8]1[CH2:13][CH2:12][O:11][CH2:10][C@@H:9]1[CH2:14][O:15][Si:16]([C:19]([CH3:22])([CH3:21])[CH3:20])([CH3:18])[CH3:17])C1C=CC=CC=1.[H][H], predict the reaction product. The product is: [Si:16]([O:15][CH2:14][C@H:9]1[CH2:10][O:11][CH2:12][CH2:13][NH:8]1)([C:19]([CH3:22])([CH3:20])[CH3:21])([CH3:18])[CH3:17]. (6) Given the reactants [Cl:1][C:2]1[N:7]=[C:6](Cl)[CH:5]=[CH:4][N:3]=1.[CH:9]([C:11]1[CH:12]=[C:13](B(O)O)[CH:14]=[CH:15][C:16]=1[F:17])=[O:10], predict the reaction product. The product is: [Cl:1][C:2]1[N:7]=[C:6]([C:13]2[CH:14]=[CH:15][C:16]([F:17])=[C:11]([CH:12]=2)[CH:9]=[O:10])[CH:5]=[CH:4][N:3]=1.